This data is from Full USPTO retrosynthesis dataset with 1.9M reactions from patents (1976-2016). The task is: Predict the reactants needed to synthesize the given product. Given the product [Cl:24][C:19]1[CH:18]=[C:17]([C:11]2([C:13]([F:16])([F:15])[F:14])[O:10][N:9]=[C:8]([C:5]3[CH:6]=[CH:7][C:2]([I:34])=[C:3]([O:25][CH:26]([F:28])[F:27])[CH:4]=3)[CH2:12]2)[CH:22]=[C:21]([Cl:23])[CH:20]=1, predict the reactants needed to synthesize it. The reactants are: N[C:2]1[CH:7]=[CH:6][C:5]([C:8]2[CH2:12][C:11]([C:17]3[CH:22]=[C:21]([Cl:23])[CH:20]=[C:19]([Cl:24])[CH:18]=3)([C:13]([F:16])([F:15])[F:14])[O:10][N:9]=2)=[CH:4][C:3]=1[O:25][CH:26]([F:28])[F:27].Cl.N([O-])=O.[Na+].[I-:34].[K+].NC(N)=O.S([O-])([O-])=O.[Na+].[Na+].